This data is from Reaction yield outcomes from USPTO patents with 853,638 reactions. The task is: Predict the reaction yield, written as a fraction of the theoretical maximum amount of product (1.0 means a 100% yield; for example, 0.34 means a 34% yield). (1) The reactants are [CH3:1][C:2]1[C:3]([CH2:19]O)=[N:4][CH:5]=[CH:6][C:7]=1[O:8][CH2:9][CH2:10][C:11]1([CH2:16][CH2:17][CH3:18])[O:15][CH2:14][CH2:13][O:12]1.C(N(CC)CC)C.CS(Cl)(=O)=O.[SH:33][C:34]1[NH:35][C:36]2[CH:42]=[CH:41][CH:40]=[CH:39][C:37]=2[N:38]=1.C(=O)([O-])O.[Na+]. The catalyst is O1CCCC1. The product is [CH3:1][C:2]1[C:3]([CH2:19][S:33][C:34]2[NH:38][C:37]3[CH:39]=[CH:40][CH:41]=[CH:42][C:36]=3[N:35]=2)=[N:4][CH:5]=[CH:6][C:7]=1[O:8][CH2:9][CH2:10][C:11]1([CH2:16][CH2:17][CH3:18])[O:12][CH2:13][CH2:14][O:15]1. The yield is 0.798. (2) The reactants are Br[C:2]1[CH:14]=[CH:13][C:5]([CH2:6][N:7]2[CH2:12][CH2:11][CH2:10][CH2:9][CH2:8]2)=[CH:4][CH:3]=1.Br[C:16]1[CH:17]=[C:18]2[C:24]([C:25]([O:27][CH3:28])=[O:26])=[CH:23][NH:22][C:19]2=[N:20][CH:21]=1. No catalyst specified. The product is [N:7]1([CH2:6][C:5]2[CH:13]=[CH:14][C:2]([C:16]3[CH:17]=[C:18]4[C:24]([C:25]([O:27][CH3:28])=[O:26])=[CH:23][NH:22][C:19]4=[N:20][CH:21]=3)=[CH:3][CH:4]=2)[CH2:12][CH2:11][CH2:10][CH2:9][CH2:8]1. The yield is 0.110. (3) The reactants are [CH3:1][N:2]1[CH:6]=[C:5]([C:7]2[CH:39]=[CH:38][C:10]3[N:11]([C:14]4[S:18][C:17]([C:19]([NH2:21])=[O:20])=[C:16]([O:22][CH:23]([C:25]5[CH:30]=[CH:29][CH:28]=[C:27]([O:31][CH:32]6[CH2:37][CH2:36][NH:35][CH2:34][CH2:33]6)[CH:26]=5)[CH3:24])[CH:15]=4)[CH:12]=[N:13][C:9]=3[CH:8]=2)[CH:4]=[N:3]1.[C:40](O)(=O)C.C=O.[Na].[OH-].[Na+]. The catalyst is C(Cl)Cl.CO. The product is [CH3:40][N:35]1[CH2:34][CH2:33][CH:32]([O:31][C:27]2[CH:26]=[C:25]([CH:23]([O:22][C:16]3[CH:15]=[C:14]([N:11]4[C:10]5[CH:38]=[CH:39][C:7]([C:5]6[CH:4]=[N:3][N:2]([CH3:1])[CH:6]=6)=[CH:8][C:9]=5[N:13]=[CH:12]4)[S:18][C:17]=3[C:19]([NH2:21])=[O:20])[CH3:24])[CH:30]=[CH:29][CH:28]=2)[CH2:37][CH2:36]1. The yield is 0.900.